Dataset: Reaction yield outcomes from USPTO patents with 853,638 reactions. Task: Predict the reaction yield, written as a fraction of the theoretical maximum amount of product (1.0 means a 100% yield; for example, 0.34 means a 34% yield). The reactants are [C:1]1([CH:8]=[CH:7][CH:6]=[C:4]([OH:5])[CH:3]=1)[OH:2].Br[C:10]1[CH:15]=[CH:14][CH:13]=[CH:12][N:11]=1.CN1C=CN=C1.C(=O)([O-])[O-].[K+].[K+]. The catalyst is [Cu]I.N1C=CC=CC=1. The product is [N:11]1[CH:12]=[CH:13][CH:14]=[CH:15][C:10]=1[O:2][C:1]1[CH:3]=[C:4]([OH:5])[CH:6]=[CH:7][CH:8]=1. The yield is 0.550.